Dataset: Full USPTO retrosynthesis dataset with 1.9M reactions from patents (1976-2016). Task: Predict the reactants needed to synthesize the given product. Given the product [C:1]([N:4]1[CH2:9][CH2:8][CH:7]([CH2:10][C:11]([NH:13][C:14]2[CH:19]=[N:18][C:17]([C:25]3[CH:24]=[CH:23][C:22]([F:21])=[CH:27][C:26]=3[F:28])=[CH:16][N:15]=2)=[O:12])[CH2:6][CH2:5]1)(=[O:3])[CH3:2], predict the reactants needed to synthesize it. The reactants are: [C:1]([N:4]1[CH2:9][CH2:8][CH:7]([CH2:10][C:11]([NH:13][C:14]2[CH:19]=[N:18][C:17](Br)=[CH:16][N:15]=2)=[O:12])[CH2:6][CH2:5]1)(=[O:3])[CH3:2].[F:21][C:22]1[CH:27]=[C:26]([F:28])[CH:25]=[CH:24][C:23]=1B(O)O.